The task is: Predict the reactants needed to synthesize the given product.. This data is from Full USPTO retrosynthesis dataset with 1.9M reactions from patents (1976-2016). (1) Given the product [C:24](=[O:25])([O:26][C:27]1[CH:28]=[CH:29][C:30]([N+:33]([O-:35])=[O:34])=[CH:31][CH:32]=1)[O:20][C@H:15]([CH2:14][O:13][C:12]1[CH:11]=[CH:10][C:9]([O:8][CH2:1][C:2]2[CH:3]=[CH:4][CH:5]=[CH:6][CH:7]=2)=[CH:22][CH:21]=1)[C:16]([CH3:19])([CH3:17])[CH3:18], predict the reactants needed to synthesize it. The reactants are: [CH2:1]([O:8][C:9]1[CH:22]=[CH:21][C:12]([O:13][CH2:14][C@@H:15]([OH:20])[C:16]([CH3:19])([CH3:18])[CH3:17])=[CH:11][CH:10]=1)[C:2]1[CH:7]=[CH:6][CH:5]=[CH:4][CH:3]=1.Cl[C:24]([O:26][C:27]1[CH:32]=[CH:31][C:30]([N+:33]([O-:35])=[O:34])=[CH:29][CH:28]=1)=[O:25]. (2) Given the product [F:32][C:29]1[CH:30]=[CH:31][C:26]([O:25][C:22]2[CH:23]=[CH:24][C:19]([C:17]3[N:12]=[C:10]([CH2:9][O:2][C:3]4[CH:8]=[CH:7][CH:6]=[CH:5][CH:4]=4)[NH:11][C:16]=3[CH3:33])=[CH:20][CH:21]=2)=[CH:27][CH:28]=1, predict the reactants needed to synthesize it. The reactants are: Cl.[O:2]([CH2:9][C:10](=[NH:12])[NH2:11])[C:3]1[CH:8]=[CH:7][CH:6]=[CH:5][CH:4]=1.[OH-].[Na+].Br[CH:16]([CH3:33])[C:17]([C:19]1[CH:24]=[CH:23][C:22]([O:25][C:26]2[CH:31]=[CH:30][C:29]([F:32])=[CH:28][CH:27]=2)=[CH:21][CH:20]=1)=O.O.